From a dataset of Forward reaction prediction with 1.9M reactions from USPTO patents (1976-2016). Predict the product of the given reaction. (1) Given the reactants [F:1][CH:2]([F:30])[C:3]([N:5]1[C@@H:9]([CH2:10][F:11])[C@@H:8]([C:12]2[CH:17]=[CH:16][C:15]([C:18]3[CH:19]=[N:20][C:21]([S:24]([CH3:27])(=[NH:26])=[O:25])=[CH:22][CH:23]=3)=[CH:14][CH:13]=2)[O:7]C1(C)C)=[O:4].C(O)(C(F)(F)F)=O, predict the reaction product. The product is: [F:30][CH:2]([F:1])[C:3]([NH:5][C@H:9]([CH2:10][F:11])[C@H:8]([OH:7])[C:12]1[CH:13]=[CH:14][C:15]([C:18]2[CH:19]=[N:20][C:21]([S:24]([CH3:27])(=[NH:26])=[O:25])=[CH:22][CH:23]=2)=[CH:16][CH:17]=1)=[O:4]. (2) Given the reactants [C:1]([O:5][C:6](=[O:29])[NH:7][C:8]1[S:9][C:10](Br)=[CH:11][C:12]=1[S:13](=[O:27])(=[O:26])[N:14]([CH2:16][CH:17]([C:19]1[CH:24]=[CH:23][C:22]([F:25])=[CH:21][CH:20]=1)[OH:18])[CH3:15])([CH3:4])([CH3:3])[CH3:2].C([Sn](CCCC)(CCCC)[C:35]([O:37]CC)=[CH2:36])CCC.[F-].[Cs+].C(OCC)(=O)C, predict the reaction product. The product is: [C:1]([O:5][C:6](=[O:29])[NH:7][C:8]1[S:9][C:10]([C:35](=[O:37])[CH3:36])=[CH:11][C:12]=1[S:13](=[O:27])(=[O:26])[N:14]([CH2:16][CH:17]([C:19]1[CH:24]=[CH:23][C:22]([F:25])=[CH:21][CH:20]=1)[OH:18])[CH3:15])([CH3:4])([CH3:3])[CH3:2].